Dataset: Forward reaction prediction with 1.9M reactions from USPTO patents (1976-2016). Task: Predict the product of the given reaction. (1) Given the reactants [CH:1]([C:4]1[N:5]=[C:6]2[C:11]([C:12]#[N:13])=[CH:10][CH:9]=[CH:8][N:7]2[CH:14]=1)([CH3:3])[CH3:2].I[C:16]1[CH:17]=[C:18]([OH:22])[CH:19]=[CH:20][CH:21]=1.C([O-])(=O)C.[K+], predict the reaction product. The product is: [OH:22][C:18]1[CH:17]=[C:16]([C:14]2[N:7]3[CH:8]=[CH:9][CH:10]=[C:11]([C:12]#[N:13])[C:6]3=[N:5][C:4]=2[CH:1]([CH3:3])[CH3:2])[CH:21]=[CH:20][CH:19]=1. (2) Given the reactants [CH:1]([C:3]1[CH:8]=[CH:7][C:6]([CH:9]2[C:13]3[C:14]([CH3:28])=[C:15]([NH:20][C:21](=[O:27])[CH2:22][C:23]([CH3:26])([CH3:25])[CH3:24])[C:16]([CH3:19])=[C:17]([CH3:18])[C:12]=3[O:11][CH2:10]2)=[CH:5][CH:4]=1)=[O:2].[CH3:29][Mg]Br, predict the reaction product. The product is: [OH:2][CH:1]([C:3]1[CH:8]=[CH:7][C:6]([CH:9]2[C:13]3[C:14]([CH3:28])=[C:15]([NH:20][C:21](=[O:27])[CH2:22][C:23]([CH3:24])([CH3:25])[CH3:26])[C:16]([CH3:19])=[C:17]([CH3:18])[C:12]=3[O:11][CH2:10]2)=[CH:5][CH:4]=1)[CH3:29]. (3) Given the reactants [CH:1]1([C:4]2[C:5]([O:13][CH2:14][C:15]([F:18])([F:17])[F:16])=[CH:6][C:7]([C:10]([OH:12])=O)=[N:8][CH:9]=2)[CH2:3][CH2:2]1.[C:19]([O:23][C:24](=[O:31])[CH:25]([NH2:30])[C:26]([CH3:29])([CH3:28])[CH3:27])([CH3:22])([CH3:21])[CH3:20], predict the reaction product. The product is: [CH:1]1([C:4]2[C:5]([O:13][CH2:14][C:15]([F:18])([F:17])[F:16])=[CH:6][C:7]([C:10]([NH:30][CH:25]([C:26]([CH3:29])([CH3:28])[CH3:27])[C:24]([O:23][C:19]([CH3:21])([CH3:20])[CH3:22])=[O:31])=[O:12])=[N:8][CH:9]=2)[CH2:2][CH2:3]1. (4) Given the reactants Cl[C:2]1[N:7]=[CH:6][N:5]=[C:4]([NH2:8])[C:3]=1[CH2:9][CH3:10].Cl.Cl.Cl.[N:14]1([CH2:18][CH2:19][N:20]2[CH:24]=[C:23]([C:25]3[CH:30]=[CH:29][C:28]([F:31])=[C:27]([CH3:32])[CH:26]=3)[N:22]=[C:21]2[CH:33]2[CH2:38][CH2:37][NH:36][CH2:35][CH2:34]2)[CH2:17][CH2:16][CH2:15]1.C([O-])([O-])=O.[Cs+].[Cs+], predict the reaction product. The product is: [N:14]1([CH2:18][CH2:19][N:20]2[CH:24]=[C:23]([C:25]3[CH:30]=[CH:29][C:28]([F:31])=[C:27]([CH3:32])[CH:26]=3)[N:22]=[C:21]2[CH:33]2[CH2:34][CH2:35][N:36]([C:2]3[N:7]=[CH:6][N:5]=[C:4]([NH2:8])[C:3]=3[CH2:9][CH3:10])[CH2:37][CH2:38]2)[CH2:15][CH2:16][CH2:17]1. (5) Given the reactants [C:1](Cl)(=[O:3])[CH3:2].[C:5]1([CH2:15][C:16]([OH:18])=[O:17])[CH:10]=[CH:9][CH:8]=[C:7]([CH2:11][C:12]([OH:14])=O)[CH:6]=1.[CH2:19](O)[CH3:20], predict the reaction product. The product is: [CH2:1]([O:3][C:12](=[O:14])[CH2:11][C:7]1[CH:8]=[CH:9][CH:10]=[C:5]([CH2:15][C:16]([O:18][CH2:19][CH3:20])=[O:17])[CH:6]=1)[CH3:2]. (6) Given the reactants [NH2:1][C:2]1[CH:6]=[CH:5][NH:4][N:3]=1.C(=O)([O-])[O-].[Cs+].[Cs+].C(=NO)[C:14]1[C:15](=[CH:17][CH:18]=[CH:19][CH:20]=1)O.IC1C=CC=CC=1, predict the reaction product. The product is: [NH2:1][C:2]1[CH:6]=[CH:5][N:4]([C:14]2[CH:15]=[CH:17][CH:18]=[CH:19][CH:20]=2)[N:3]=1. (7) The product is: [C:1]([O:5][C:6]([N:8]1[CH2:12][CH2:11][C:10]([CH2:25][CH2:26][C:27]([CH3:30])([CH3:29])[CH3:28])([C:13]([C:15]2[C:16]3[CH:23]=[C:22]([F:24])[CH:21]=[CH:20][C:17]=3[S:18][CH:19]=2)=[O:14])[CH2:9]1)=[O:7])([CH3:4])([CH3:3])[CH3:2]. Given the reactants [C:1]([O:5][C:6]([N:8]1[CH2:12][CH2:11][C:10]([CH2:25][CH2:26][C:27]([CH3:30])([CH3:29])[CH3:28])([CH:13]([C:15]2[C:16]3[CH:23]=[C:22]([F:24])[CH:21]=[CH:20][C:17]=3[S:18][CH:19]=2)[OH:14])[CH2:9]1)=[O:7])([CH3:4])([CH3:3])[CH3:2], predict the reaction product. (8) Given the reactants CS[C:3](=[C:6]([C:9]#[N:10])[C:7]#[N:8])SC.[CH2:11]([NH2:14])[CH2:12][NH2:13].C(OC(C)C)(C)C, predict the reaction product. The product is: [NH:13]1[CH2:12][CH2:11][NH:14][C:3]1=[C:6]([C:9]#[N:10])[C:7]#[N:8]. (9) Given the reactants [N:1]1([C:16]([O:18][C:19]([CH3:22])([CH3:21])[CH3:20])=[O:17])[CH2:6][CH2:5][C:4]2([C:15]3[C:10](=[CH:11][CH:12]=[CH:13][CH:14]=3)[CH2:9][NH:8][CH2:7]2)[CH2:3][CH2:2]1.[C:23](Cl)(=[O:25])[CH3:24].C(N(CC)CC)C, predict the reaction product. The product is: [C:23]([N:8]1[CH2:7][C:4]2([CH2:3][CH2:2][N:1]([C:16]([O:18][C:19]([CH3:22])([CH3:21])[CH3:20])=[O:17])[CH2:6][CH2:5]2)[C:15]2[C:10](=[CH:11][CH:12]=[CH:13][CH:14]=2)[CH2:9]1)(=[O:25])[CH3:24]. (10) Given the reactants C([O:8][C:9]1[CH:14]=[CH:13][C:12]([C@@:15]23[CH2:23][CH2:22][C@@H:21]([NH:24][C:25]([NH:27][C:28]4[CH:33]=[CH:32][C:31]([F:34])=[C:30]([F:35])[CH:29]=4)=[O:26])[CH2:20][C@@H:19]2[N:18]([CH3:36])[CH2:17][CH2:16]3)=[CH:11][C:10]=1[O:37][CH3:38])C1C=CC=CC=1.[ClH:39], predict the reaction product. The product is: [ClH:39].[F:35][C:30]1[CH:29]=[C:28]([NH:27][C:25]([NH:24][C@H:21]2[CH2:20][C@H:19]3[C@:15]([C:12]4[CH:13]=[CH:14][C:9]([OH:8])=[C:10]([O:37][CH3:38])[CH:11]=4)([CH2:16][CH2:17][N:18]3[CH3:36])[CH2:23][CH2:22]2)=[O:26])[CH:33]=[CH:32][C:31]=1[F:34].